From a dataset of Full USPTO retrosynthesis dataset with 1.9M reactions from patents (1976-2016). Predict the reactants needed to synthesize the given product. (1) The reactants are: OC1C=C(C=C(O[C@@H](C)CO)C=1)C(OC)=O.[N:17]1([C:21]([C:23]2[CH:57]=[CH:56][C:26]([O:27][C:28]3[CH:29]=[C:30]([CH:41]=[C:42]([O:44][C@@H:45]([CH3:55])[CH2:46][O:47][Si:48]([C:51]([CH3:54])([CH3:53])[CH3:52])([CH3:50])[CH3:49])[CH:43]=3)[C:31]([NH:33][C:34]3[CH:39]=[N:38][C:37]([CH3:40])=[CH:36][N:35]=3)=[O:32])=[C:25](F)[CH:24]=2)=[O:22])[CH2:20][CH2:19][CH2:18]1.[Cl:59]C1C=C(C=CC=1F)C(N1CCC1)=O. Given the product [N:17]1([C:21]([C:23]2[CH:57]=[CH:56][C:26]([O:27][C:28]3[CH:29]=[C:30]([CH:41]=[C:42]([O:44][C@@H:45]([CH3:55])[CH2:46][O:47][Si:48]([C:51]([CH3:54])([CH3:53])[CH3:52])([CH3:50])[CH3:49])[CH:43]=3)[C:31]([NH:33][C:34]3[CH:39]=[N:38][C:37]([CH3:40])=[CH:36][N:35]=3)=[O:32])=[C:25]([Cl:59])[CH:24]=2)=[O:22])[CH2:20][CH2:19][CH2:18]1, predict the reactants needed to synthesize it. (2) Given the product [Cl:17][C:18]1[CH:23]=[CH:22][C:21]([C:2]2[CH:3]=[CH:4][C:5]([C:8](=[O:16])[CH2:9][C:10]3[CH:11]=[N:12][CH:13]=[N:14][CH:15]=3)=[N:6][CH:7]=2)=[CH:20][CH:19]=1, predict the reactants needed to synthesize it. The reactants are: Br[C:2]1[CH:3]=[CH:4][C:5]([C:8](=[O:16])[CH2:9][C:10]2[CH:11]=[N:12][CH:13]=[N:14][CH:15]=2)=[N:6][CH:7]=1.[Cl:17][C:18]1[CH:23]=[CH:22][C:21](B(O)O)=[CH:20][CH:19]=1.C([O-])([O-])=O.[Na+].[Na+].N#N. (3) Given the product [C:1]([C:5]1[CH:9]=[C:8]([NH:10][C:11](=[O:36])[NH:12][C:13]2[C:22]3[C:17](=[CH:18][CH:19]=[CH:20][CH:21]=3)[C:16]([O:23][CH2:24][C:25]3[CH:30]=[CH:29][N:28]=[C:27]([NH:31][C:32](=[O:35])[CH2:33][N:60]([CH2:59][C:58]4[CH:62]=[CH:63][C:55]([O:54][CH3:53])=[CH:56][CH:57]=4)[CH3:61])[CH:26]=3)=[CH:15][CH:14]=2)[N:7]([C:37]2[CH:42]=[CH:41][C:40]([CH3:43])=[CH:39][CH:38]=2)[N:6]=1)([CH3:4])([CH3:3])[CH3:2], predict the reactants needed to synthesize it. The reactants are: [C:1]([C:5]1[CH:9]=[C:8]([NH:10][C:11](=[O:36])[NH:12][C:13]2[C:22]3[C:17](=[CH:18][CH:19]=[CH:20][CH:21]=3)[C:16]([O:23][CH2:24][C:25]3[CH:30]=[CH:29][N:28]=[C:27]([NH:31][C:32](=[O:35])[CH2:33]Cl)[CH:26]=3)=[CH:15][CH:14]=2)[N:7]([C:37]2[CH:42]=[CH:41][C:40]([CH3:43])=[CH:39][CH:38]=2)[N:6]=1)([CH3:4])([CH3:3])[CH3:2].CCN(C(C)C)C(C)C.[CH3:53][O:54][C:55]1[CH:63]=[CH:62][C:58]([CH2:59][NH:60][CH3:61])=[CH:57][CH:56]=1. (4) Given the product [OH:1][C:2]1[CH:3]=[CH:4][C:5]([CH:8]=[C:9]([O:22][CH3:23])[C:10]([NH:12][CH2:13][CH2:14][CH2:15][CH2:16][CH2:17][CH2:18][CH2:19][CH2:20][CH3:21])=[O:11])=[CH:6][CH:7]=1, predict the reactants needed to synthesize it. The reactants are: [OH:1][C:2]1[CH:7]=[CH:6][C:5]([CH2:8][C:9](=[O:22])[C:10]([NH:12][CH2:13][CH2:14][CH2:15][CH2:16][CH2:17][CH2:18][CH2:19][CH2:20][CH3:21])=[O:11])=[CH:4][CH:3]=1.[CH3:23]OC(OC)OC.C12(CS(O)(=O)=O)C(C)(C)C(CC1)CC2=O.C(=O)([O-])O.[Na+].